Dataset: Catalyst prediction with 721,799 reactions and 888 catalyst types from USPTO. Task: Predict which catalyst facilitates the given reaction. (1) Reactant: [CH:1]1([N:7]=[C:8]=[O:9])[CH2:6][CH2:5][CH2:4][CH2:3][CH2:2]1.[NH2:10][C:11]1[C:16]2[N:17]=[C:18]([OH:24])[N:19]([CH2:20][CH2:21][CH2:22][NH2:23])[C:15]=2[CH:14]=[C:13]([CH2:25][CH2:26][CH2:27][CH2:28][CH3:29])[N:12]=1. Product: [NH2:10][C:11]1[C:16]2[N:17]=[C:18]([OH:24])[N:19]([CH2:20][CH2:21][CH2:22][NH:23][C:8]([NH:7][CH:1]3[CH2:6][CH2:5][CH2:4][CH2:3][CH2:2]3)=[O:9])[C:15]=2[CH:14]=[C:13]([CH2:25][CH2:26][CH2:27][CH2:28][CH3:29])[N:12]=1. The catalyst class is: 4. (2) Reactant: [NH2:1][C:2]1[N:10]=[CH:9][C:8]([Cl:11])=[CH:7][C:3]=1[C:4]([NH2:6])=[O:5].Br[CH2:13][C:14]1[CH:21]=[CH:20][C:19]([Cl:22])=[CH:18][C:15]=1[C:16]#[N:17]. Product: [ClH:11].[Cl:11][C:8]1[CH:7]=[C:3]([C:4]([NH2:6])=[O:5])[C:2](=[NH:1])[N:10]([CH2:13][C:14]2[CH:21]=[CH:20][C:19]([Cl:22])=[CH:18][C:15]=2[C:16]#[N:17])[CH:9]=1. The catalyst class is: 9. (3) Reactant: [N+:1]([C:4]1[CH:16]=[CH:15][C:14]2[C:13]3[C:8](=[CH:9][C:10]([N+:17]([O-])=O)=[CH:11][CH:12]=3)[C:7](=[CH:20][C:21]([NH:23][CH2:24][CH2:25][CH2:26][CH2:27][CH2:28][C:29]([NH:31][C:32]3[CH:37]=[CH:36][CH:35]=[CH:34][C:33]=3[NH2:38])=[O:30])=[O:22])[C:6]=2[CH:5]=1)([O-])=O.[H][H]. Product: [NH2:17][C:10]1[CH:11]=[CH:12][C:13]2[C:14]3[C:6](=[CH:5][C:4]([NH2:1])=[CH:16][CH:15]=3)[C:7](=[CH:20][C:21]([NH:23][CH2:24][CH2:25][CH2:26][CH2:27][CH2:28][C:29]([NH:31][C:32]3[CH:37]=[CH:36][CH:35]=[CH:34][C:33]=3[NH2:38])=[O:30])=[O:22])[C:8]=2[CH:9]=1. The catalyst class is: 19. (4) Reactant: [Si:1]([O:8][CH2:9][C:10]1[N:11]([CH3:23])[C:12]2[C:17]([CH:18]=1)=[CH:16][C:15]([CH:19]=[O:20])=[C:14]([CH:21]=[CH2:22])[CH:13]=2)([C:4]([CH3:7])([CH3:6])[CH3:5])([CH3:3])[CH3:2].[CH2:24]([Mg]Br)[CH2:25][CH2:26][CH:27]=[CH2:28]. Product: [Si:1]([O:8][CH2:9][C:10]1[N:11]([CH3:23])[C:12]2[C:17]([CH:18]=1)=[CH:16][C:15]([CH:19]([OH:20])[CH2:28][CH2:27][CH2:26][CH:25]=[CH2:24])=[C:14]([CH:21]=[CH2:22])[CH:13]=2)([C:4]([CH3:7])([CH3:6])[CH3:5])([CH3:3])[CH3:2]. The catalyst class is: 1. (5) Reactant: [CH2:1]([N:3]([CH2:6][C:7]1[S:11][C:10]([C:12]2[O:16][N:15]=[C:14]([C:17]3[CH:22]=[CH:21][C:20]([CH2:23][OH:24])=[CH:19][CH:18]=3)[N:13]=2)=[CH:9][C:8]=1[CH3:25])[CH2:4][CH3:5])[CH3:2].CCN(C(C)C)C(C)C.[CH3:35][S:36](Cl)(=[O:38])=[O:37]. Product: [CH2:1]([N:3]([CH2:6][C:7]1[S:11][C:10]([C:12]2[O:16][N:15]=[C:14]([C:17]3[CH:18]=[CH:19][C:20]([CH2:23][O:24][S:36]([CH3:35])(=[O:38])=[O:37])=[CH:21][CH:22]=3)[N:13]=2)=[CH:9][C:8]=1[CH3:25])[CH2:4][CH3:5])[CH3:2]. The catalyst class is: 2. (6) Reactant: [CH3:1][O:2][C:3]([C:5]1([NH:14][C:15](=[O:36])[C:16]2[CH:21]=[CH:20][C:19]([O:22][CH3:23])=[C:18]([O:24][CH2:25][CH2:26][C:27]3[CH:32]=[CH:31][CH:30]=[C:29]([CH2:33][CH2:34]O)[CH:28]=3)[CH:17]=2)[CH2:13][C:12]2[C:7](=[CH:8][CH:9]=[CH:10][CH:11]=2)[CH2:6]1)=[O:4].C1(P(C2C=CC=CC=2)C2C=CC=CC=2)C=CC=CC=1.C1(P([N:70]=[N+:71]=[N-:72])(C2C=CC=CC=2)=O)C=CC=CC=1.CC(OC(/N=N/C(OC(C)C)=O)=O)C. Product: [CH3:1][O:2][C:3]([C:5]1([NH:14][C:15](=[O:36])[C:16]2[CH:21]=[CH:20][C:19]([O:22][CH3:23])=[C:18]([O:24][CH2:25][CH2:26][C:27]3[CH:32]=[CH:31][CH:30]=[C:29]([CH2:33][CH2:34][N:70]=[N+:71]=[N-:72])[CH:28]=3)[CH:17]=2)[CH2:13][C:12]2[C:7](=[CH:8][CH:9]=[CH:10][CH:11]=2)[CH2:6]1)=[O:4]. The catalyst class is: 1. (7) Reactant: [Cl:1][C:2]1[C:8]([Cl:9])=[C:7]([N:10]2[CH2:15][CH2:14][NH:13][CH2:12][CH2:11]2)[CH:6]=[CH:5][C:3]=1[NH2:4].C(O)(C(F)(F)F)=O.Br[CH2:24][CH2:25][CH2:26][CH2:27][O:28][C:29]1[CH:38]=[C:37]2[C:32]([CH2:33][CH2:34][C:35](=[O:39])[NH:36]2)=[CH:31][CH:30]=1.C([O-])([O-])=O.[K+].[K+]. Product: [NH2:4][C:3]1[CH:5]=[CH:6][C:7]([N:10]2[CH2:11][CH2:12][N:13]([CH2:24][CH2:25][CH2:26][CH2:27][O:28][C:29]3[CH:38]=[C:37]4[C:32]([CH2:33][CH2:34][C:35](=[O:39])[NH:36]4)=[CH:31][CH:30]=3)[CH2:14][CH2:15]2)=[C:8]([Cl:9])[C:2]=1[Cl:1]. The catalyst class is: 3.